From a dataset of Full USPTO retrosynthesis dataset with 1.9M reactions from patents (1976-2016). Predict the reactants needed to synthesize the given product. (1) Given the product [C:1]([CH:3]1[CH2:8][CH2:7][N:6]([C:9]([C@H:11]([NH:16][C:17]([C:19]2[C:27]3[C:22](=[N:23][CH:24]=[C:25]([C:77]4[CH:82]=[C:81]([C:83]([F:86])([F:85])[F:84])[CH:80]=[CH:79][N:78]=4)[N:26]=3)[NH:21][CH:20]=2)=[O:18])[C:12]([CH3:15])([CH3:14])[CH3:13])=[O:10])[CH2:5][CH2:4]1)#[N:2], predict the reactants needed to synthesize it. The reactants are: [C:1]([CH:3]1[CH2:8][CH2:7][N:6]([C:9]([C@H:11]([NH:16][C:17]([C:19]2[C:27]3[C:22](=[N:23][CH:24]=[C:25](Br)[N:26]=3)[N:21](COCC[Si](C)(C)C)[CH:20]=2)=[O:18])[C:12]([CH3:15])([CH3:14])[CH3:13])=[O:10])[CH2:5][CH2:4]1)#[N:2].C(C1CCN(C(=O)[C@H](NC(C2C3C(=NC=C(Br)N=3)N(COCC[Si](C)(C)C)C=2)=O)C2CC2)CC1)#N.C([Sn](CCCC)(CCCC)[C:77]1[CH:82]=[C:81]([C:83]([F:86])([F:85])[F:84])[CH:80]=[CH:79][N:78]=1)CCC.C(C1C=CN=C([Sn](CCCC)(CCCC)CCCC)C=1)(C)(C)C. (2) Given the product [CH3:1][C:2]1([CH3:34])[S:7][CH2:6][CH2:5][N:4]([S:8]([C:11]2[CH:12]=[CH:13][C:14]([O:17][CH2:18][C:19]#[C:20][CH2:21][CH2:22][O:23][CH:24]3[CH2:29][CH2:28][CH2:27][CH2:26][O:25]3)=[CH:15][CH:16]=2)(=[O:10])=[O:9])[CH:3]1[C:30]([OH:32])=[O:31], predict the reactants needed to synthesize it. The reactants are: [CH3:1][C:2]1([CH3:34])[S:7][CH2:6][CH2:5][N:4]([S:8]([C:11]2[CH:16]=[CH:15][C:14]([O:17][CH2:18][C:19]#[C:20][CH2:21][CH2:22][O:23][CH:24]3[CH2:29][CH2:28][CH2:27][CH2:26][O:25]3)=[CH:13][CH:12]=2)(=[O:10])=[O:9])[CH:3]1[C:30]([O:32]C)=[O:31].[OH-].[Na+].CO. (3) Given the product [CH3:18][CH:16]1[O:17][CH:12]([CH3:11])[CH2:13][N:14]([C:2]2[CH:7]=[N:6][C:5]([N+:8]([O-:10])=[O:9])=[CH:4][CH:3]=2)[CH2:15]1, predict the reactants needed to synthesize it. The reactants are: Br[C:2]1[CH:3]=[CH:4][C:5]([N+:8]([O-:10])=[O:9])=[N:6][CH:7]=1.[CH3:11][CH:12]1[O:17][CH:16]([CH3:18])[CH2:15][NH:14][CH2:13]1.C(=O)([O-])[O-].[K+].[K+]. (4) The reactants are: N[C:2]1[CH:10]=[CH:9][C:5]([CH2:6][C:7]#[N:8])=[CH:4][CH:3]=1.N([O-])=O.[Na+].[CH2:15]([O:17][C:18]([S-:20])=[S:19])[CH3:16].[K+]. Given the product [CH2:15]([O:17][C:18](=[S:19])[S:20][C:2]1[CH:10]=[CH:9][C:5]([CH2:6][C:7]#[N:8])=[CH:4][CH:3]=1)[CH3:16], predict the reactants needed to synthesize it.